From a dataset of Full USPTO retrosynthesis dataset with 1.9M reactions from patents (1976-2016). Predict the reactants needed to synthesize the given product. (1) Given the product [C:1]([O:6][CH2:7][CH:8]([CH3:10])[CH3:9])(=[O:5])[C:2]([CH3:4])=[CH2:3].[C:11]([O:16][CH2:17][CH2:18][CH2:19][CH3:20])(=[O:15])[C:12]([CH3:14])=[CH2:13], predict the reactants needed to synthesize it. The reactants are: [C:1]([O:6][CH2:7][CH:8]([CH3:10])[CH3:9])(=[O:5])[C:2]([CH3:4])=[CH2:3].[C:11]([O:16][CH2:17][CH2:18][CH2:19][CH3:20])(=[O:15])[C:12]([CH3:14])=[CH2:13]. (2) Given the product [CH2:13]([C@H:20]1[CH2:21][N:22]([C:26]2[CH:34]=[C:33]3[C:29]([C:30]([CH2:39][CH3:40])=[N:31][N:32]3[CH:35]3[CH2:36][CH2:37][CH2:38]3)=[CH:28][CH:27]=2)[CH2:23][CH2:24][N:25]1[C:9](=[O:11])[CH2:8][C:5]1[NH:4][C:3]([CH2:1][CH3:2])=[N:7][N:6]=1)[C:14]1[CH:15]=[CH:16][CH:17]=[CH:18][CH:19]=1, predict the reactants needed to synthesize it. The reactants are: [CH2:1]([C:3]1[NH:7][N:6]=[C:5]([CH2:8][C:9]([O:11]C)=O)[N:4]=1)[CH3:2].[CH2:13]([C@@H:20]1[NH:25][CH2:24][CH2:23][N:22]([C:26]2[CH:34]=[C:33]3[C:29]([C:30]([CH2:39][CH3:40])=[N:31][N:32]3[CH:35]3[CH2:38][CH2:37][CH2:36]3)=[CH:28][CH:27]=2)[CH2:21]1)[C:14]1[CH:19]=[CH:18][CH:17]=[CH:16][CH:15]=1. (3) Given the product [CH2:11]([C:13]1[C:14]([C:25]2[CH:26]=[CH:27][C:28]3[N:29]([CH:31]=[C:32]([CH:34]=[O:35])[N:33]=3)[CH:30]=2)=[N:15][C:16]([O:23][CH3:24])=[C:17]([CH:22]=1)[C:18]([O:20][CH3:21])=[O:19])[CH3:12], predict the reactants needed to synthesize it. The reactants are: N1C=CC=CC=1.CS(C)=O.[CH2:11]([C:13]1[C:14]([C:25]2[CH:26]=[CH:27][C:28]3[N:29]([CH:31]=[C:32]([CH2:34][OH:35])[N:33]=3)[CH:30]=2)=[N:15][C:16]([O:23][CH3:24])=[C:17]([CH:22]=1)[C:18]([O:20][CH3:21])=[O:19])[CH3:12].CCN(C(C)C)C(C)C. (4) Given the product [NH2:1][C:2]1[C:7]([Br:15])=[CH:6][C:5]([CH2:8][CH2:9][C:10]([O:12][CH3:13])=[O:11])=[C:4]([CH3:14])[CH:3]=1, predict the reactants needed to synthesize it. The reactants are: [NH2:1][C:2]1[CH:7]=[CH:6][C:5]([CH2:8][CH2:9][C:10]([O:12][CH3:13])=[O:11])=[C:4]([CH3:14])[CH:3]=1.[Br:15]N1C(=O)CCC1=O. (5) The reactants are: [C:1]([C:5]1[CH:9]=[C:8]([C:10](OCC)=[O:11])[N:7]([NH2:15])[CH:6]=1)([CH3:4])([CH3:3])[CH3:2].C(O)(=O)C.[CH:20](N)=[NH:21].C(OC(O)C)C.C(Cl)(Cl)Cl. Given the product [C:1]([C:5]1[CH:9]=[C:8]2[N:7]([CH:6]=1)[N:15]=[CH:20][N:21]=[C:10]2[OH:11])([CH3:4])([CH3:3])[CH3:2], predict the reactants needed to synthesize it. (6) Given the product [Br:8][C:6]1[CH:5]=[C:4]([S:9][C:10]2[CH:22]=[CH:21][C:13]([O:14][CH2:15][C:16]([O:18][CH2:19][CH3:20])=[O:17])=[C:12]([CH3:23])[CH:11]=2)[CH:3]=[C:2]([C:25]#[C:24][C:26]2[CH:31]=[CH:30][CH:29]=[CH:28][N:27]=2)[CH:7]=1, predict the reactants needed to synthesize it. The reactants are: Br[C:2]1[CH:3]=[C:4]([S:9][C:10]2[CH:22]=[CH:21][C:13]([O:14][CH2:15][C:16]([O:18][CH2:19][CH3:20])=[O:17])=[C:12]([CH3:23])[CH:11]=2)[CH:5]=[C:6]([Br:8])[CH:7]=1.[C:24]([C:26]1[CH:31]=[CH:30][CH:29]=[CH:28][N:27]=1)#[CH:25].C(P(C(C)(C)C)C(C)(C)C)(C)(C)C.C1CCCCC1.C(NC(C)C)(C)C. (7) The reactants are: Br[C:2]1[CH:3]=[C:4]([CH:14]=[CH:15][CH:16]=1)[C:5]([C:7]1[CH:12]=[CH:11][CH:10]=[C:9](Br)[CH:8]=1)=[O:6].[NH:17]1[CH:21]=[CH:20][CH:19]=[N:18]1.C(=O)([O-])[O-].[Cs+].[Cs+].[CH:28](=[N:36]O)[C:29]1C(=CC=C[CH:35]=1)O.C(#[N:40])C. Given the product [C:5]([C:7]1[CH:12]=[CH:11][CH:10]=[C:9]([N:36]2[CH:28]=[CH:29][CH:35]=[N:40]2)[CH:8]=1)([C:4]1[CH:14]=[CH:15][CH:16]=[C:2]([N:17]2[CH:21]=[CH:20][CH:19]=[N:18]2)[CH:3]=1)=[O:6], predict the reactants needed to synthesize it. (8) The reactants are: [Br:1][C:2]1[C:7]([CH3:8])=[CH:6][C:5]([NH:9][C:10]2[N:15]=[C:14]([NH:16][C:17]3[CH:21]=[C:20]([CH3:22])[NH:19][N:18]=3)[C:13]([Cl:23])=[CH:12][N:11]=2)=[C:4]([CH3:24])[CH:3]=1.CC1C=CC(S(O)(=O)=O)=CC=1.[O:36]1[CH:41]=[CH:40][CH2:39][CH2:38][CH2:37]1.C([O-])(O)=O.[Na+]. Given the product [Br:1][C:2]1[C:7]([CH3:8])=[CH:6][C:5]([NH:9][C:10]2[N:15]=[C:14]([NH:16][C:17]3[CH:21]=[C:20]([CH3:22])[N:19]([CH:37]4[CH2:38][CH2:39][CH2:40][CH2:41][O:36]4)[N:18]=3)[C:13]([Cl:23])=[CH:12][N:11]=2)=[C:4]([CH3:24])[CH:3]=1, predict the reactants needed to synthesize it. (9) Given the product [NH2:28][C:19](=[O:21])[C@H:9]([NH:8][C:1](=[O:2])[O:3][C:4]([CH3:7])([CH3:6])[CH3:5])[CH2:10][O:11][CH2:12][C:13]1[CH:18]=[CH:17][CH:16]=[CH:15][CH:14]=1, predict the reactants needed to synthesize it. The reactants are: [C:1]([NH:8][C@@H:9]([C:19]([OH:21])=O)[CH2:10][O:11][CH2:12][C:13]1[CH:18]=[CH:17][CH:16]=[CH:15][CH:14]=1)([O:3][C:4]([CH3:7])([CH3:6])[CH3:5])=[O:2].C1C=C2[N:28]=NN(O)C2=CC=1.O.C(Cl)CCl.[NH4+].[OH-]. (10) Given the product [Cl:1][C:2]1[C:7]2[O:8][C:9]3[CH2:14][CH2:13][N:12]([CH2:15][C:16]4[CH:17]=[CH:18][C:19]([O:22][CH3:23])=[CH:20][CH:21]=4)[CH:11]([CH2:24][OH:25])[C:10]=3[C:6]=2[CH:5]=[C:4]([S:29]([C:32]2[CH:33]=[CH:34][CH:35]=[CH:36][CH:37]=2)(=[O:31])=[O:30])[CH:3]=1, predict the reactants needed to synthesize it. The reactants are: [Cl:1][C:2]1[C:7]2[O:8][C:9]3[CH2:14][CH2:13][N:12]([CH2:15][C:16]4[CH:21]=[CH:20][C:19]([O:22][CH3:23])=[CH:18][CH:17]=4)[CH:11]([C:24](OCC)=[O:25])[C:10]=3[C:6]=2[CH:5]=[C:4]([S:29]([C:32]2[CH:37]=[CH:36][CH:35]=[CH:34][CH:33]=2)(=[O:31])=[O:30])[CH:3]=1.[BH4-].[Li+].O.